From a dataset of Reaction yield outcomes from USPTO patents with 853,638 reactions. Predict the reaction yield, written as a fraction of the theoretical maximum amount of product (1.0 means a 100% yield; for example, 0.34 means a 34% yield). The reactants are C[O:2][C:3]([C:7]1[CH:12]=[CH:11][N:10]2[C:13]([C:16]3[CH:17]=[CH:18][C:19]([F:30])=[C:20]([C:22]4[C:23]([C:28]#[N:29])=[CH:24][CH:25]=[CH:26][CH:27]=4)[CH:21]=3)=[CH:14][N:15]=[C:9]2[N:8]=1)(OC)[CH3:4].C(=O)([O-])O.[Na+].C(OCC)C. The catalyst is Cl. The product is [C:3]([C:7]1[CH:12]=[CH:11][N:10]2[C:13]([C:16]3[CH:17]=[CH:18][C:19]([F:30])=[C:20]([C:22]4[C:23]([C:28]#[N:29])=[CH:24][CH:25]=[CH:26][CH:27]=4)[CH:21]=3)=[CH:14][N:15]=[C:9]2[N:8]=1)(=[O:2])[CH3:4]. The yield is 0.770.